From a dataset of Full USPTO retrosynthesis dataset with 1.9M reactions from patents (1976-2016). Predict the reactants needed to synthesize the given product. (1) Given the product [CH3:1][C:2]1[C:6]([CH2:7][CH2:8][CH2:9][O:10][C:22]2[CH:27]=[CH:26][CH:25]=[CH:24][C:23]=2[CH2:28][C:29]([OH:31])=[O:30])=[CH:5][N:4]([C:11]2[CH:16]=[CH:15][C:14]([C:17]([F:19])([F:20])[F:18])=[CH:13][N:12]=2)[N:3]=1, predict the reactants needed to synthesize it. The reactants are: [CH3:1][C:2]1[C:6]([CH2:7][CH2:8][CH2:9][OH:10])=[CH:5][N:4]([C:11]2[CH:16]=[CH:15][C:14]([C:17]([F:20])([F:19])[F:18])=[CH:13][N:12]=2)[N:3]=1.O[C:22]1[CH:27]=[CH:26][CH:25]=[CH:24][C:23]=1[CH2:28][C:29]([O:31]C)=[O:30].C(P(CCCC)CCCC)CCC.N(C(N1CCCCC1)=O)=NC(N1CCCCC1)=O. (2) Given the product [Br:18][C:15]1[N:16]=[C:4]2[N:3]=[C:2]([Cl:1])[C:7]([C:8]3[CH:13]=[CH:12][CH:11]=[CH:10][CH:9]=3)=[CH:6][N:5]2[N:14]=1, predict the reactants needed to synthesize it. The reactants are: [Cl:1][C:2]1[C:7]([C:8]2[CH:13]=[CH:12][CH:11]=[CH:10][CH:9]=2)=[CH:6][N:5]2[N:14]=[C:15](C)[N:16]=[C:4]2[N:3]=1.[Br:18]C1N=C(N)NN=1.